From a dataset of Forward reaction prediction with 1.9M reactions from USPTO patents (1976-2016). Predict the product of the given reaction. (1) Given the reactants [Br:1][C:2]1[C:3]2[O:12][C:11]([CH:13]=O)=[CH:10][C:4]=2[C:5](=[O:9])[N:6]([CH3:8])[CH:7]=1.[NH:15]1[CH2:20][CH2:19][O:18][CH2:17][CH2:16]1.C(O)(=O)C.C(OCC)C, predict the reaction product. The product is: [Br:1][C:2]1[C:3]2[O:12][C:11]([CH2:13][N:15]3[CH2:20][CH2:19][O:18][CH2:17][CH2:16]3)=[CH:10][C:4]=2[C:5](=[O:9])[N:6]([CH3:8])[CH:7]=1. (2) Given the reactants [I-].[CH2:2]([N+:6]1[C:10]([CH3:11])=[CH:9][S:8][C:7]=1[CH3:12])[CH2:3][CH2:4][CH3:5].[F:13][C:14]([F:25])([F:24])[C:15]1[CH:23]=[CH:22][CH:21]=[CH:20][C:16]=1[C:17](Cl)=[O:18], predict the reaction product. The product is: [CH2:2]([N:6]1[C:10]([CH3:11])=[CH:9][S:8]/[C:7]/1=[CH:12]\[C:17]([C:16]1[CH:20]=[CH:21][CH:22]=[CH:23][C:15]=1[C:14]([F:13])([F:24])[F:25])=[O:18])[CH2:3][CH2:4][CH3:5].